Dataset: Catalyst prediction with 721,799 reactions and 888 catalyst types from USPTO. Task: Predict which catalyst facilitates the given reaction. (1) Reactant: [NH2:1][CH2:2][CH2:3][CH2:4][C@H:5]([NH:9][C:10]([C:12]1[C:13](=[O:27])[N:14]([CH2:18][C:19]2[CH:24]=[C:23]([Br:25])[CH:22]=[C:21]([Br:26])[CH:20]=2)[CH:15]=[CH:16][CH:17]=1)=[O:11])[C:6]([OH:8])=[O:7].[C:28]([OH:34])([C:30]([F:33])([F:32])[F:31])=[O:29].C(O)C.Cl.[C:39](=[NH:44])(OCC)[CH3:40]. Product: [Br:26][C:21]1[CH:20]=[C:19]([CH:24]=[C:23]([Br:25])[CH:22]=1)[CH2:18][N:14]1[CH:15]=[CH:16][CH:17]=[C:12]([C:10]([NH:9][C@@H:5]([CH2:4][CH2:3][CH2:2][NH:1][C:39](=[NH:44])[CH3:40])[C:6]([OH:8])=[O:7])=[O:11])[C:13]1=[O:27].[C:28]([OH:34])([C:30]([F:33])([F:32])[F:31])=[O:29]. The catalyst class is: 424. (2) Reactant: [CH2:1]([O:3][C:4](=[O:19])/[C:5](=[CH:15]\[N:16](C)C)/[C:6](=O)[CH:7]([O:11][CH2:12][CH3:13])[O:8][CH2:9][CH3:10])[CH3:2].Cl.[F:21][C:22]1[CH:27]=[CH:26][C:25]([NH:28]N)=[CH:24][CH:23]=1. Product: [CH2:1]([O:3][C:4]([C:5]1[CH:15]=[N:16][N:28]([C:25]2[CH:26]=[CH:27][C:22]([F:21])=[CH:23][CH:24]=2)[C:6]=1[CH:7]([O:11][CH2:12][CH3:13])[O:8][CH2:9][CH3:10])=[O:19])[CH3:2]. The catalyst class is: 5. (3) Reactant: [CH3:1][N:2]1[C:10]2[C:5](=[CH:6][CH:7]=[CH:8][CH:9]=2)[CH:4]=[CH:3]1.[C:11](Cl)(=[O:15])[C:12]([Cl:14])=[O:13]. Product: [CH3:1][N:2]1[C:10]2[C:5](=[CH:6][CH:7]=[CH:8][CH:9]=2)[C:4]([C:11](=[O:15])[C:12]([Cl:14])=[O:13])=[CH:3]1. The catalyst class is: 27. (4) The catalyst class is: 516. Reactant: C([Si](C)(C)[N:6]1[C:10]2=[N:11][CH:12]=[C:13]([Sn](CCCC)(CCCC)CCCC)[CH:14]=[C:9]2[CH2:8][CH2:7]1)(C)(C)C.[C:30]1([CH2:36]Br)[CH:35]=[CH:34][CH:33]=[CH:32][CH:31]=1. Product: [CH2:36]([C:13]1[CH:14]=[C:9]2[CH2:8][CH2:7][NH:6][C:10]2=[N:11][CH:12]=1)[C:30]1[CH:35]=[CH:34][CH:33]=[CH:32][CH:31]=1. (5) Reactant: FC(F)(F)C(O)=[O:4].[CH3:8][C:9]1[CH:14]=[CH:13][CH:12]=[CH:11][C:10]=1[C:15]1[C:24](N)=[CH:23][CH:22]=[C:21]2[C:16]=1[CH:17]=[CH:18][CH:19]=[N:20]2.N([O-])=O.[Na+].NC(N)=O.[OH-].[Na+].C([O-])(O)=O.[Na+]. Product: [CH3:8][C:9]1[CH:14]=[CH:13][CH:12]=[CH:11][C:10]=1[C:15]1[C:24]([OH:4])=[CH:23][CH:22]=[C:21]2[C:16]=1[CH:17]=[CH:18][CH:19]=[N:20]2. The catalyst class is: 82. (6) Reactant: [OH:1][C:2]1[CH:10]=[CH:9][C:5]([C:6]([OH:8])=[O:7])=[CH:4][CH:3]=1.[CH:11]1([CH3:23])[CH2:16][CH2:15][CH:14]([CH:17]([CH3:19])[CH3:18])[CH:13]([O:20][CH2:21]Cl)[CH2:12]1.C(N(CC)CC)C.CC(C)=O. Product: [OH:1][C:2]1[CH:10]=[CH:9][C:5]([C:6]([O:8][CH2:21][O:20][C@@H:13]2[CH2:12][C@H:11]([CH3:23])[CH2:16][CH2:15][C@H:14]2[CH:17]([CH3:19])[CH3:18])=[O:7])=[CH:4][CH:3]=1. The catalyst class is: 84. (7) Reactant: [CH2:1]([C:5]1[S:6][CH:7]=[CH:8][CH:9]=1)[CH2:2][CH2:3][CH3:4].C([Li])CCC.[O:15]=[C:16]1[CH2:21][CH2:20][N:19]([C:22]([O:24][C:25]([CH3:28])([CH3:27])[CH3:26])=[O:23])[CH2:18][CH2:17]1. Product: [CH2:1]([C:5]1[S:6][C:7]([C:16]2([OH:15])[CH2:17][CH2:18][N:19]([C:22]([O:24][C:25]([CH3:27])([CH3:26])[CH3:28])=[O:23])[CH2:20][CH2:21]2)=[CH:8][CH:9]=1)[CH2:2][CH2:3][CH3:4]. The catalyst class is: 1.